The task is: Predict the reactants needed to synthesize the given product.. This data is from Full USPTO retrosynthesis dataset with 1.9M reactions from patents (1976-2016). (1) Given the product [C:15]([NH:14][C@H:13]([C:12]([N:8]1[CH2:9][CH2:10][CH2:11][C@H:7]1[C:6]([NH:5][CH2:4][C:3]([OH:30])=[O:2])=[O:29])=[O:28])[CH:25]([CH3:27])[CH3:26])([O:17][CH2:18][C:19]1[CH:20]=[CH:21][CH:22]=[CH:23][CH:24]=1)=[O:16], predict the reactants needed to synthesize it. The reactants are: C[O:2][C:3](=[O:30])[CH2:4][NH:5][C:6](=[O:29])[C@@H:7]1[CH2:11][CH2:10][CH2:9][N:8]1[C:12](=[O:28])[C@H:13]([CH:25]([CH3:27])[CH3:26])[NH:14][C:15]([O:17][CH2:18][C:19]1[CH:24]=[CH:23][CH:22]=[CH:21][CH:20]=1)=[O:16].[Li+].[OH-].Cl. (2) Given the product [NH3:8].[CH3:16][O:15][C:13](=[O:14])[C:12]1[CH:17]=[CH:18][CH:19]=[C:10]([CH2:9][N:8]([C:5]2[CH:4]=[CH:3][C:2]([F:1])=[CH:7][CH:6]=2)[C:21]([O:22][C@@H:23]2[CH:28]3[CH2:29][CH2:30][N:25]([CH2:26][CH2:27]3)[CH2:24]2)=[O:31])[CH:11]=1, predict the reactants needed to synthesize it. The reactants are: [F:1][C:2]1[CH:7]=[CH:6][C:5]([NH:8][CH2:9][C:10]2[CH:11]=[C:12]([CH:17]=[CH:18][CH:19]=2)[C:13]([O:15][CH3:16])=[O:14])=[CH:4][CH:3]=1.Cl.[C:21](Cl)(=[O:31])[O:22][C@@H:23]1[CH:28]2[CH2:29][CH2:30][N:25]([CH2:26][CH2:27]2)[CH2:24]1.C(Cl)(=O)O[C@@H]1C2CCN(CC2)C1. (3) Given the product [CH3:16][O:15][C:12]1[CH:13]=[CH:14][C:9]2[N:8]=[C:6]([C:5]3[CH:18]=[CH:19][C:2]([N:22]([CH3:23])[CH3:21])=[N:3][CH:4]=3)[O:17][C:10]=2[CH:11]=1, predict the reactants needed to synthesize it. The reactants are: Cl[C:2]1[CH:19]=[CH:18][C:5]([C:6]([NH:8][C:9]2[CH:14]=[CH:13][C:12]([O:15][CH3:16])=[CH:11][C:10]=2[OH:17])=O)=[CH:4][N:3]=1.O.[CH3:21][N:22](C=O)[CH3:23].